Dataset: Forward reaction prediction with 1.9M reactions from USPTO patents (1976-2016). Task: Predict the product of the given reaction. (1) Given the reactants [O:1]=[S:2]([Cl:4])Cl.[F:5][C:6]1[C:12]([F:13])=[CH:11][C:9](N)=[C:8]([N+:14]([O-:16])=[O:15])[CH:7]=1.N([O-])=[O:18].[Na+].Cl, predict the reaction product. The product is: [F:5][C:6]1[C:12]([F:13])=[CH:11][C:9]([S:2]([Cl:4])(=[O:1])=[O:18])=[C:8]([N+:14]([O-:16])=[O:15])[CH:7]=1. (2) Given the reactants Br[C:2]1[CH:9]=[C:8]([N:10]2[C:18]3[CH2:17][C:16]([CH3:20])([CH3:19])[CH2:15][C:14](=[O:21])[C:13]=3[C:12]([CH:22]([F:24])[F:23])=[N:11]2)[CH:7]=[CH:6][C:3]=1[C:4]#[N:5].[NH2:25][C@H:26]1[CH2:31][CH2:30][C@H:29]([OH:32])[CH2:28][CH2:27]1.CC(C)([O-:36])C.[Na+], predict the reaction product. The product is: [F:23][CH:22]([F:24])[C:12]1[C:13]2[C:14](=[O:21])[CH2:15][C:16]([CH3:20])([CH3:19])[CH2:17][C:18]=2[N:10]([C:8]2[CH:7]=[CH:6][C:3]([C:4]([NH2:5])=[O:36])=[C:2]([NH:25][C@H:26]3[CH2:31][CH2:30][C@H:29]([OH:32])[CH2:28][CH2:27]3)[CH:9]=2)[N:11]=1. (3) Given the reactants [F:1][C:2]1[CH:7]=[CH:6][C:5]([C:8]2([CH2:21][O:22][CH2:23][C:24]3[C:32]4[N:31]=[N:30][N:29]([CH3:33])[C:28]=4[CH:27]=[C:26]([C:34]([F:37])([F:36])[F:35])[CH:25]=3)[CH2:13][CH2:12][N:11]([C:14](OC(C)(C)C)=O)[CH2:10][CH2:9]2)=[CH:4][CH:3]=1.C([BH3-])#N.[Na+].C=O, predict the reaction product. The product is: [F:1][C:2]1[CH:3]=[CH:4][C:5]([C:8]2([CH2:21][O:22][CH2:23][C:24]3[C:32]4[N:31]=[N:30][N:29]([CH3:33])[C:28]=4[CH:27]=[C:26]([C:34]([F:37])([F:35])[F:36])[CH:25]=3)[CH2:13][CH2:12][N:11]([CH3:14])[CH2:10][CH2:9]2)=[CH:6][CH:7]=1. (4) Given the reactants [CH:1]1([S:6]([C:9]2[N:14]=[CH:13][C:12]([C:15](=[N+]=[N-])[C:16]([O:18][CH3:19])=[O:17])=[CH:11][CH:10]=2)(=[O:8])=[O:7])[CH2:5][CH2:4][CH2:3][CH2:2]1.[OH:22][CH:23]1[CH2:28][CH2:27][O:26][CH2:25][CH2:24]1, predict the reaction product. The product is: [CH:1]1([S:6]([C:9]2[N:14]=[CH:13][C:12]([CH:15]([O:22][CH:23]3[CH2:28][CH2:27][O:26][CH2:25][CH2:24]3)[C:16]([O:18][CH3:19])=[O:17])=[CH:11][CH:10]=2)(=[O:8])=[O:7])[CH2:5][CH2:4][CH2:3][CH2:2]1.